From a dataset of NCI-60 drug combinations with 297,098 pairs across 59 cell lines. Regression. Given two drug SMILES strings and cell line genomic features, predict the synergy score measuring deviation from expected non-interaction effect. Drug 1: CC1C(C(=O)NC(C(=O)N2CCCC2C(=O)N(CC(=O)N(C(C(=O)O1)C(C)C)C)C)C(C)C)NC(=O)C3=C4C(=C(C=C3)C)OC5=C(C(=O)C(=C(C5=N4)C(=O)NC6C(OC(=O)C(N(C(=O)CN(C(=O)C7CCCN7C(=O)C(NC6=O)C(C)C)C)C)C(C)C)C)N)C. Drug 2: CC1C(C(CC(O1)OC2CC(CC3=C2C(=C4C(=C3O)C(=O)C5=CC=CC=C5C4=O)O)(C(=O)C)O)N)O. Cell line: SN12C. Synergy scores: CSS=49.9, Synergy_ZIP=15.0, Synergy_Bliss=13.5, Synergy_Loewe=10.8, Synergy_HSA=14.2.